From a dataset of HIV replication inhibition screening data with 41,000+ compounds from the AIDS Antiviral Screen. Binary Classification. Given a drug SMILES string, predict its activity (active/inactive) in a high-throughput screening assay against a specified biological target. The compound is Cc1cc(O)c2c(c1)C(=O)c1cccc(O)c1C2=O. The result is 0 (inactive).